This data is from Catalyst prediction with 721,799 reactions and 888 catalyst types from USPTO. The task is: Predict which catalyst facilitates the given reaction. Reactant: [Cl:1][C:2]1[CH:3]=[C:4]([CH:26]=[CH:27][C:28]=1[O:29][CH3:30])[CH2:5][NH:6][C:7]1[C:12]([C:13]([NH:15][CH2:16][C:17]2[N:22]=[CH:21][CH:20]=[CH:19][N:18]=2)=[O:14])=[CH:11][N:10]=[C:9](S(C)=O)[N:8]=1.C(N(CC)CC)C.Cl.[CH:39]12[CH2:44][CH:43]1[CH2:42][NH:41][CH2:40]2.Cl. Product: [ClH:1].[CH:39]12[CH2:44][CH:43]1[CH2:42][N:41]([C:9]1[N:8]=[C:7]([NH:6][CH2:5][C:4]3[CH:26]=[CH:27][C:28]([O:29][CH3:30])=[C:2]([Cl:1])[CH:3]=3)[C:12]([C:13]([NH:15][CH2:16][C:17]3[N:22]=[CH:21][CH:20]=[CH:19][N:18]=3)=[O:14])=[CH:11][N:10]=1)[CH2:40]2. The catalyst class is: 36.